Predict the reaction yield, written as a fraction of the theoretical maximum amount of product (1.0 means a 100% yield; for example, 0.34 means a 34% yield). From a dataset of Reaction yield outcomes from USPTO patents with 853,638 reactions. (1) The reactants are [Cl:1][C:2]1[CH:7]=[CH:6][CH:5]=[C:4]([Cl:8])[C:3]=1[CH:9]=[C:10](Br)Br.[Li]CCCC. The catalyst is C1COCC1. The product is [Cl:1][C:2]1[CH:7]=[CH:6][CH:5]=[C:4]([Cl:8])[C:3]=1[C:9]#[CH:10]. The yield is 0.970. (2) The reactants are [F:1][C:2]1[CH:7]=[CH:6][C:5]([OH:8])=[CH:4][C:3]=1[OH:9].[Cl-].[Al+3].[Cl-].[Cl-].Cl[CH2:15][C:16](Cl)=[O:17].[OH-].[Na+]. The catalyst is [N+](C1C=CC=CC=1)([O-])=O. The product is [F:1][C:2]1[C:3]([OH:9])=[CH:4][C:5]2[O:8][CH2:15][C:16](=[O:17])[C:6]=2[CH:7]=1. The yield is 0.140. (3) The reactants are [Cl:1][C:2]1[CH:3]=[CH:4][C:5]2[O:9][CH:8]([CH2:10]O)[CH2:7][C:6]=2[CH:12]=1.N1C=CC=CC=1.S(Cl)([Cl:21])=O.C(=O)(O)[O-].[Na+]. The catalyst is C1C=CC=CC=1. The product is [Cl:1][C:2]1[CH:3]=[CH:4][C:5]2[O:9][CH:8]([CH2:10][Cl:21])[CH2:7][C:6]=2[CH:12]=1. The yield is 0.460. (4) The reactants are FC(F)(F)C(O)=O.[CH3:8][O:9][C:10]([C:12]1[C:13]([C:31]2[CH:36]=[CH:35][C:34]([C:37]([O:39]C(C)(C)C)=[O:38])=[CH:33][CH:32]=2)=[CH:14][CH:15]=[C:16]([C:18]2[S:19][CH:20]=[C:21]([C:23]3[CH:28]=[CH:27][C:26]([Cl:29])=[C:25]([Cl:30])[CH:24]=3)[N:22]=2)[CH:17]=1)=[O:11]. The catalyst is C(Cl)Cl. The product is [CH3:8][O:9][C:10]([C:12]1[C:13]([C:31]2[CH:36]=[CH:35][C:34]([C:37]([OH:39])=[O:38])=[CH:33][CH:32]=2)=[CH:14][CH:15]=[C:16]([C:18]2[S:19][CH:20]=[C:21]([C:23]3[CH:28]=[CH:27][C:26]([Cl:29])=[C:25]([Cl:30])[CH:24]=3)[N:22]=2)[CH:17]=1)=[O:11]. The yield is 0.980. (5) The reactants are [CH2:1]([C:5]1[N:6]=[C:7]([CH3:27])[NH:8][C:9](=[O:26])[C:10]=1[CH2:11][C:12]1[CH:17]=[CH:16][C:15]([C:18]2[C:19]([C:24]#[N:25])=[CH:20][CH:21]=[CH:22][CH:23]=2)=[CH:14][CH:13]=1)[CH2:2][CH2:3][CH3:4].[CH3:28][C:29]1([CH3:42])[CH2:38][CH2:37][C:36]2[C:31](=[CH:32][CH:33]=[C:34](B(O)O)[CH:35]=2)[O:30]1.[N:43]1C=CC=CC=1.C(N(CC)CC)C.[C:56]([O:59]CC)(=[O:58])C. The catalyst is C([O-])(=O)C.[Cu+2].C([O-])(=O)C.ClCCl. The product is [CH2:1]([C:5]1[N:6]=[C:7]([CH3:27])[N:8]([C:34]2[CH:35]=[C:36]3[C:31](=[CH:32][CH:33]=2)[O:30][C:29]([CH3:42])([CH3:28])[CH2:38][CH2:37]3)[C:9](=[O:26])[C:10]=1[CH2:11][C:12]1[CH:17]=[CH:16][C:15]([C:18]2[CH:23]=[CH:22][CH:21]=[CH:20][C:19]=2[C:24]2[NH:43][C:56](=[O:58])[O:59][N:25]=2)=[CH:14][CH:13]=1)[CH2:2][CH2:3][CH3:4]. The yield is 0.800. (6) The reactants are [C:1]([NH:3][C:4](=[N:12][C:13]1[CH:18]=[CH:17][C:16]([O:19][CH3:20])=[C:15]([O:21][CH3:22])[CH:14]=1)OC1C=CC=CC=1)#[N:2].Cl.[NH:24]([C:26]1[CH:33]=[CH:32][C:29]([C:30]#[N:31])=[CH:28][CH:27]=1)[NH2:25].C(N(CC)CC)C. The catalyst is C(O)(C)C.CN(C)C1C=CN=CC=1. The product is [NH2:2][C:1]1[N:24]([C:26]2[CH:33]=[CH:32][C:29]([C:30]#[N:31])=[CH:28][CH:27]=2)[N:25]=[C:4]([NH:12][C:13]2[CH:18]=[CH:17][C:16]([O:19][CH3:20])=[C:15]([O:21][CH3:22])[CH:14]=2)[N:3]=1. The yield is 0.0750. (7) The reactants are [CH:1](=O)[C:2]1[CH:7]=[CH:6][CH:5]=[CH:4][CH:3]=1.[C:9](#[N:13])[CH2:10][C:11]#[N:12].C(N(CC)CC)C.[CH3:21][O:22][C:23]1[CH:24]=[C:25]([C:31]2[CH2:35][C:34](=[O:36])[N:33]([CH3:37])[N:32]=2)[CH:26]=[CH:27][C:28]=1[O:29][CH3:30]. The catalyst is C(O)C. The product is [NH2:12][C:11]1[O:36][C:34]2[N:33]([CH3:37])[N:32]=[C:31]([C:25]3[CH:26]=[CH:27][C:28]([O:29][CH3:30])=[C:23]([O:22][CH3:21])[CH:24]=3)[C:35]=2[CH:1]([C:2]2[CH:7]=[CH:6][CH:5]=[CH:4][CH:3]=2)[C:10]=1[C:9]#[N:13]. The yield is 0.0900. (8) The reactants are [CH3:1][C:2]1[C:6]([C:7]([OH:9])=O)=[C:5]([CH3:10])[O:4][N:3]=1.C(Cl)(=O)C(Cl)=O.[F:17][C:18]1[CH:19]=[C:20]([NH2:34])[CH:21]=[CH:22][C:23]=1[C:24]1[N:28]([CH3:29])[N:27]=[C:26]([C:30]([F:33])([F:32])[F:31])[CH:25]=1.CCN(C(C)C)C(C)C.C([O-])(O)=O.[Na+].C(Cl)Cl. The catalyst is CN(C=O)C. The product is [CH3:1][C:2]1[C:6]([C:7]([NH:34][C:20]2[CH:21]=[CH:22][C:23]([C:24]3[N:28]([CH3:29])[N:27]=[C:26]([C:30]([F:32])([F:33])[F:31])[CH:25]=3)=[C:18]([F:17])[CH:19]=2)=[O:9])=[C:5]([CH3:10])[O:4][N:3]=1. The yield is 0.419. (9) The reactants are [CH3:1][C:2]([CH3:9])([CH3:8])[C:3](=O)[CH2:4][C:5]#[N:6].[ClH:10].[CH3:11][O:12][C:13]1[CH:14]=[C:15]([NH:19][NH2:20])[CH:16]=[CH:17][CH:18]=1.C(O)(=O)C. The catalyst is C(O)C. The product is [ClH:10].[C:2]([C:3]1[CH:4]=[C:5]([NH2:6])[N:19]([C:15]2[CH:16]=[CH:17][CH:18]=[C:13]([O:12][CH3:11])[CH:14]=2)[N:20]=1)([CH3:9])([CH3:8])[CH3:1]. The yield is 0.560.